This data is from Peptide-MHC class II binding affinity with 134,281 pairs from IEDB. The task is: Regression. Given a peptide amino acid sequence and an MHC pseudo amino acid sequence, predict their binding affinity value. This is MHC class II binding data. (1) The peptide sequence is LVAGPAGSYAADLGY. The MHC is DRB1_1201 with pseudo-sequence DRB1_1201. The binding affinity (normalized) is 0.229. (2) The peptide sequence is YDKFLTNVSTVLTGK. The MHC is DRB1_1302 with pseudo-sequence DRB1_1302. The binding affinity (normalized) is 0.768. (3) The peptide sequence is MGRDIKVQFQSGGAN. The MHC is DRB1_0802 with pseudo-sequence DRB1_0802. The binding affinity (normalized) is 0.568. (4) The peptide sequence is MASSSSVLLVVALFA. The MHC is DRB1_1001 with pseudo-sequence DRB1_1001. The binding affinity (normalized) is 0.